The task is: Predict the reactants needed to synthesize the given product.. This data is from Full USPTO retrosynthesis dataset with 1.9M reactions from patents (1976-2016). (1) The reactants are: C[O:2][C:3]([C:5]1[N:6]=[C:7]([O:17][CH3:18])[C:8]2[C:13]([CH:14]=1)=[CH:12][C:11]([O:15][CH3:16])=[CH:10][CH:9]=2)=[O:4].[OH-].[Na+]. Given the product [CH3:18][O:17][C:7]1[C:8]2[C:13](=[CH:12][C:11]([O:15][CH3:16])=[CH:10][CH:9]=2)[CH:14]=[C:5]([C:3]([OH:4])=[O:2])[N:6]=1, predict the reactants needed to synthesize it. (2) Given the product [CH3:1][C:2]1[CH:16]=[CH:15][C:5]([CH2:6][N:7]2[CH:11]=[C:10]([C:12]([Cl:35])=[O:13])[CH:9]=[N:8]2)=[CH:4][CH:3]=1, predict the reactants needed to synthesize it. The reactants are: [CH3:1][C:2]1[CH:16]=[CH:15][C:5]([CH2:6][N:7]2[CH:11]=[C:10]([C:12](O)=[O:13])[CH:9]=[N:8]2)=[CH:4][CH:3]=1.FC1C=CC(CN2C=C(C(O)=O)C=N2)=CC=1.S(Cl)([Cl:35])=O. (3) Given the product [Cl:21][C:22]1[N:23]=[C:24]([C:29]([NH:1][C@H:2]2[CH2:7][CH2:6][N:5]([C:8]3[CH:13]=[C:12]([CH3:14])[N:11]=[C:10]([C:15]([O:17][CH3:18])=[O:16])[CH:9]=3)[CH2:4][C@H:3]2[O:19][CH3:20])=[O:30])[NH:25][C:26]=1[CH2:27][CH3:28], predict the reactants needed to synthesize it. The reactants are: [NH2:1][C@H:2]1[CH2:7][CH2:6][N:5]([C:8]2[CH:13]=[C:12]([CH3:14])[N:11]=[C:10]([C:15]([O:17][CH3:18])=[O:16])[CH:9]=2)[CH2:4][C@H:3]1[O:19][CH3:20].[Cl:21][C:22]1[N:23]=[C:24]([C:29](O)=[O:30])[NH:25][C:26]=1[CH2:27][CH3:28].CCN=C=NCCCN(C)C.Cl.C1C=CC2N(O)N=NC=2C=1. (4) Given the product [CH2:1]([N:8]1[CH2:9][C:10](=[O:12])[N:32]([CH2:31][CH2:30][C:27]2[CH:28]=[CH:29][CH:24]=[CH:25][CH:26]=2)[C:14](=[O:16])[CH2:13]1)[C:2]1[CH:3]=[CH:4][CH:5]=[CH:6][CH:7]=1, predict the reactants needed to synthesize it. The reactants are: [CH2:1]([N:8]([CH2:13][C:14]([OH:16])=O)[CH2:9][C:10]([OH:12])=O)[C:2]1[CH:7]=[CH:6][CH:5]=[CH:4][CH:3]=1.C(OC(=O)C)(=O)C.[CH:24]1[CH:29]=[CH:28][C:27]([CH2:30][CH2:31][NH2:32])=[CH:26][CH:25]=1.C(OC(C)C)(=O)C.N1C=CN=C1.C(=O)([O-])[O-].[K+].[K+]. (5) Given the product [NH:23]([C:21]([O:20][C:17]([CH3:19])([CH3:18])[CH3:16])=[O:22])[C@H:24]([C:34]([NH:1][C@H:2]([C:13]([NH2:15])=[O:14])[CH2:3][C:4]1[C:12]2[C:7](=[CH:8][CH:9]=[CH:10][CH:11]=2)[NH:6][CH:5]=1)=[O:35])[CH2:25][S:26][CH2:27][C:28]1[CH:33]=[CH:32][CH:31]=[CH:30][CH:29]=1, predict the reactants needed to synthesize it. The reactants are: [NH2:1][C@H:2]([C:13]([NH2:15])=[O:14])[CH2:3][C:4]1[C:12]2[C:7](=[CH:8][CH:9]=[CH:10][CH:11]=2)[NH:6][CH:5]=1.[CH3:16][C:17]([O:20][C:21]([NH:23][C@H:24]([C:34](O)=[O:35])[CH2:25][S:26][CH2:27][C:28]1[CH:33]=[CH:32][CH:31]=[CH:30][CH:29]=1)=[O:22])([CH3:19])[CH3:18].O.ON1C2C=CC=CC=2N=N1.C1(N=C=NC2CCCCC2)CCCCC1.